The task is: Binary Classification. Given a T-cell receptor sequence (or CDR3 region) and an epitope sequence, predict whether binding occurs between them.. This data is from TCR-epitope binding with 47,182 pairs between 192 epitopes and 23,139 TCRs. (1) The epitope is FVDGVPFVV. The TCR CDR3 sequence is CASSLRTGGTEAFF. Result: 1 (the TCR binds to the epitope). (2) The epitope is IVTDFSVIK. The TCR CDR3 sequence is CSVSGLAGGRSYNEQFF. Result: 0 (the TCR does not bind to the epitope).